Dataset: Catalyst prediction with 721,799 reactions and 888 catalyst types from USPTO. Task: Predict which catalyst facilitates the given reaction. Reactant: [Cl:1][C:2]1[CH:24]=[CH:23][C:5]2[N:6]=[C:7]([NH:9][C:10]3[N:14]([CH3:15])[C:13]4[CH:16]=[CH:17][C:18]([C:20](O)=[O:21])=[CH:19][C:12]=4[N:11]=3)[S:8][C:4]=2[CH:3]=1.[C:25]([O:29][C:30]([N:32]1[CH2:37][CH2:36][CH:35]([CH2:38][NH2:39])[CH2:34][CH2:33]1)=[O:31])([CH3:28])([CH3:27])[CH3:26].CN(C(ON1N=NC2C=CC=CC1=2)=[N+](C)C)C.F[P-](F)(F)(F)(F)F.CCN(C(C)C)C(C)C. Product: [C:25]([O:29][C:30]([N:32]1[CH2:37][CH2:36][CH:35]([CH2:38][NH:39][C:20]([C:18]2[CH:17]=[CH:16][C:13]3[N:14]([CH3:15])[C:10]([NH:9][C:7]4[S:8][C:4]5[CH:3]=[C:2]([Cl:1])[CH:24]=[CH:23][C:5]=5[N:6]=4)=[N:11][C:12]=3[CH:19]=2)=[O:21])[CH2:34][CH2:33]1)=[O:31])([CH3:28])([CH3:27])[CH3:26]. The catalyst class is: 3.